From a dataset of TCR-epitope binding with 47,182 pairs between 192 epitopes and 23,139 TCRs. Binary Classification. Given a T-cell receptor sequence (or CDR3 region) and an epitope sequence, predict whether binding occurs between them. (1) The epitope is IVTDFSVIK. The TCR CDR3 sequence is CASSVLYLNEQFF. Result: 1 (the TCR binds to the epitope). (2) The epitope is LPPAYTNSF. The TCR CDR3 sequence is CASSQGWTGAFLNQPQHF. Result: 1 (the TCR binds to the epitope). (3) The epitope is YFPLQSYGF. The TCR CDR3 sequence is CASSHMASGGDTQYF. Result: 0 (the TCR does not bind to the epitope). (4) The epitope is ILGLPTQTV. The TCR CDR3 sequence is CASSQGRNLNTEAFF. Result: 0 (the TCR does not bind to the epitope). (5) The epitope is LLLGIGILV. The TCR CDR3 sequence is CASSPGRETAINQPQHF. Result: 1 (the TCR binds to the epitope). (6) The epitope is KLGGALQAK. The TCR CDR3 sequence is CASSQDLGSGANVLTF. Result: 1 (the TCR binds to the epitope).